Dataset: Full USPTO retrosynthesis dataset with 1.9M reactions from patents (1976-2016). Task: Predict the reactants needed to synthesize the given product. Given the product [CH2:1]([C:3]1[N:4]=[C:5]([NH2:22])[CH:6]=[CH:7][C:8]=1[O:9][C:10]1[CH:15]=[CH:14][N:13]=[C:12]([C:16]2[S:20][C:19]([CH3:21])=[N:18][CH:17]=2)[CH:11]=1)[CH3:2], predict the reactants needed to synthesize it. The reactants are: [CH2:1]([C:3]1[C:8]([O:9][C:10]2[CH:15]=[CH:14][N:13]=[C:12]([C:16]3[S:20][C:19]([CH3:21])=[N:18][CH:17]=3)[CH:11]=2)=[CH:7][CH:6]=[C:5]([N+:22]([O-])=O)[N:4]=1)[CH3:2].